This data is from Forward reaction prediction with 1.9M reactions from USPTO patents (1976-2016). The task is: Predict the product of the given reaction. (1) Given the reactants [F:1][C:2]1[CH:7]=[CH:6][C:5]([C:8](=[CH:12][C:13]2[CH:18]=[CH:17][C:16](/[CH:19]=[CH:20]/[C:21]([O:23][CH3:24])=[O:22])=[CH:15][CH:14]=2)[C:9](O)=[O:10])=[CH:4][CH:3]=1.C(N(CC)CC)C.ClC(OC)=O.[BH4-].[Na+], predict the reaction product. The product is: [F:1][C:2]1[CH:7]=[CH:6][C:5](/[C:8](/[CH2:9][OH:10])=[CH:12]\[C:13]2[CH:18]=[CH:17][C:16]([CH:19]=[CH:20][C:21]([O:23][CH3:24])=[O:22])=[CH:15][CH:14]=2)=[CH:4][CH:3]=1. (2) Given the reactants [CH:1]1([C:4]([N:6]2[CH2:10][CH2:9][C@@H:8]([CH2:11][C:12]([NH:14][NH2:15])=[O:13])[CH2:7]2)=[O:5])[CH2:3][CH2:2]1.[Br:16][C:17]1[CH:22]=[CH:21][C:20]([N:23]=[C:24]=[O:25])=[C:19]([Cl:26])[CH:18]=1, predict the reaction product. The product is: [Br:16][C:17]1[CH:22]=[CH:21][C:20]([NH:23][C:24]([NH:15][NH:14][C:12](=[O:13])[CH2:11][C@@H:8]2[CH2:9][CH2:10][N:6]([C:4]([CH:1]3[CH2:3][CH2:2]3)=[O:5])[CH2:7]2)=[O:25])=[C:19]([Cl:26])[CH:18]=1. (3) Given the reactants [Cl:1][C:2]1[N:7]=[CH:6][C:5]2[C:8](I)=[CH:9][N:10]([CH:11]([CH3:13])[CH3:12])[C:4]=2[CH:3]=1.CC1(C)C(C)(C)OB([C:23]2[CH:27]=[CH:26][NH:25][N:24]=2)O1.C(=O)([O-])[O-].[Na+].[Na+], predict the reaction product. The product is: [Cl:1][C:2]1[N:7]=[CH:6][C:5]2[C:8]([C:23]3[CH:27]=[CH:26][NH:25][N:24]=3)=[CH:9][N:10]([CH:11]([CH3:13])[CH3:12])[C:4]=2[CH:3]=1.